The task is: Regression/Classification. Given a drug SMILES string, predict its absorption, distribution, metabolism, or excretion properties. Task type varies by dataset: regression for continuous measurements (e.g., permeability, clearance, half-life) or binary classification for categorical outcomes (e.g., BBB penetration, CYP inhibition). For this dataset (ppbr_az), we predict Y.. This data is from Plasma protein binding rate (PPBR) regression data from AstraZeneca. (1) The drug is O=C(CC12CC3CC(CC(C3)C1)C2)Nc1cccc2nc(NCCNCCO)ccc12. The Y is 95.4 %. (2) The molecule is COCCOc1nc(N)c2[nH]c(=O)n(Cc3ccccc3)c2n1. The Y is 89.5 %.